This data is from Forward reaction prediction with 1.9M reactions from USPTO patents (1976-2016). The task is: Predict the product of the given reaction. (1) Given the reactants [I:1][C:2]1[CH:7]=[C:6]([N+:8]([O-:10])=[O:9])[CH:5]=[CH:4][C:3]=1[CH2:11][OH:12].C(N(CC)C(C)C)(C)C.[CH3:22][S:23](Cl)(=[O:25])=[O:24], predict the reaction product. The product is: [CH3:22][S:23]([O:12][CH2:11][C:3]1[CH:4]=[CH:5][C:6]([N+:8]([O-:10])=[O:9])=[CH:7][C:2]=1[I:1])(=[O:25])=[O:24]. (2) Given the reactants [I:1][C:2]1[CH:10]=[CH:9][CH:8]=[CH:7][C:3]=1[CH2:4][NH:5][CH3:6].[C:19](O[C:19]([O:21][C:22]([CH3:25])([CH3:24])[CH3:23])=[O:20])([O:21][C:22]([CH3:25])([CH3:24])[CH3:23])=[O:20], predict the reaction product. The product is: [C:22]([O:21][C:19](=[O:20])[N:5]([CH2:4][C:3]1[CH:7]=[CH:8][CH:9]=[CH:10][C:2]=1[I:1])[CH3:6])([CH3:23])([CH3:24])[CH3:25]. (3) Given the reactants Cl[C:2]1[C:7]([CH3:8])=[CH:6][N:5]=[C:4]([NH2:9])[N:3]=1.[CH3:10][O:11][C:12]1[N:17]=[CH:16][C:15](B(O)O)=[CH:14][CH:13]=1.C([O-])([O-])=O.[Na+].[Na+], predict the reaction product. The product is: [CH3:10][O:11][C:12]1[N:17]=[CH:16][C:15]([C:2]2[C:7]([CH3:8])=[CH:6][N:5]=[C:4]([NH2:9])[N:3]=2)=[CH:14][CH:13]=1. (4) Given the reactants [Cl:1][C:2]1[CH:7]=[C:6](Cl)[CH:5]=[CH:4][C:3]=1[C:9]1[NH:14][C:13](=[O:15])[C:12]([C:16]#N)=[CH:11][C:10]=1[C:18]1[CH:23]=[CH:22][C:21]([Cl:24])=[CH:20][CH:19]=1.C[Si](C)(C)N[Si](C)(C)C.[H-].C([Al+]CC(C)C)C(C)C.CC[O:46]C(C)=O, predict the reaction product. The product is: [Cl:1][C:2]1[CH:7]=[CH:6][CH:5]=[CH:4][C:3]=1[C:9]1[NH:14][C:13](=[O:15])[C:12]([CH:16]=[O:46])=[CH:11][C:10]=1[C:18]1[CH:19]=[CH:20][C:21]([Cl:24])=[CH:22][CH:23]=1. (5) Given the reactants [CH:1]([C:4]1[CH:9]=[CH:8][CH:7]=[CH:6][C:5]=1[OH:10])([CH3:3])[CH3:2].[C:11]1([OH:17])[CH:16]=[CH:15][CH:14]=[CH:13][CH:12]=1.[C:18]1(=[O:30])[CH2:23][CH2:22][CH:21]([CH:24]2[CH2:29][CH2:28][CH2:27][CH2:26][CH2:25]2)[CH2:20][CH2:19]1, predict the reaction product. The product is: [CH:1]([C:4]1[CH:9]=[C:8]([C:24]2([C:21]3[CH:22]=[CH:23][C:18]([OH:30])=[C:19]([CH:7]([CH3:8])[CH3:6])[CH:20]=3)[CH2:29][CH2:28][C:27]([C:27]3[CH2:28][CH2:29][C:24]([C:21]4[CH:22]=[CH:23][C:18]([OH:30])=[C:19]([CH:4]([CH3:9])[CH3:5])[CH:20]=4)([C:14]4[CH:15]=[CH:16][C:11]([OH:17])=[C:12]([CH:1]([CH3:3])[CH3:2])[CH:13]=4)[CH2:25][CH:26]=3)=[CH:26][CH2:25]2)[CH:7]=[CH:6][C:5]=1[OH:10])([CH3:3])[CH3:2]. (6) Given the reactants Cl[C:2]1[CH:7]=[C:6]([Cl:8])[N:5]=[CH:4][N:3]=1.C(=O)([O-])[O-].Cl.[CH3:14][C@H:15]1[CH2:21][CH2:20][CH2:19][C@H:18]([CH3:22])[CH2:17][NH:16]1.[Cl-].[NH4+], predict the reaction product. The product is: [Cl:8][C:6]1[N:5]=[CH:4][N:3]=[C:2]([N:16]2[CH2:17][C@@H:18]([CH3:22])[CH2:19][CH2:20][CH2:21][C@@H:15]2[CH3:14])[CH:7]=1. (7) Given the reactants [C:1]1([N:7]2[C:12](=[O:13])[N:11]([CH3:14])[C:10](=[O:15])[C:9]([C:16]([OH:18])=O)=[N:8]2)[CH:6]=[CH:5][CH:4]=[CH:3][CH:2]=1.S(Cl)([Cl:21])=O, predict the reaction product. The product is: [C:1]1([N:7]2[C:12](=[O:13])[N:11]([CH3:14])[C:10](=[O:15])[C:9]([C:16]([Cl:21])=[O:18])=[N:8]2)[CH:6]=[CH:5][CH:4]=[CH:3][CH:2]=1.